The task is: Predict the reactants needed to synthesize the given product.. This data is from Full USPTO retrosynthesis dataset with 1.9M reactions from patents (1976-2016). (1) Given the product [OH:12][CH:8]1[CH:7]2[C:2]([CH3:1])([CH:3]3[CH2:13][CH:6]2[CH:5]=[CH:4]3)[C:10](=[O:11])[O:9]1, predict the reactants needed to synthesize it. The reactants are: [CH3:1][C:2]12[C:10](=[O:11])[O:9][C:8](=[O:12])[CH:7]1[CH:6]1[CH2:13][CH:3]2[CH:4]=[CH:5]1.Cl. (2) Given the product [CH2:1]([O:3][C:4](=[O:5])[CH2:6][N:7]1[CH2:8][CH2:9][N:10]([S:14]([CH3:13])(=[O:16])=[O:15])[CH2:11][CH2:12]1)[CH3:2], predict the reactants needed to synthesize it. The reactants are: [CH2:1]([O:3][C:4]([CH2:6][N:7]1[CH2:12][CH2:11][NH:10][CH2:9][CH2:8]1)=[O:5])[CH3:2].[CH3:13][S:14](Cl)(=[O:16])=[O:15].